From a dataset of Full USPTO retrosynthesis dataset with 1.9M reactions from patents (1976-2016). Predict the reactants needed to synthesize the given product. Given the product [CH2:19]([N:8]([C:4]1[CH:3]=[C:2]([C:27]2[CH:28]=[CH:29][C:24]([CH:22]=[O:23])=[CH:25][CH:26]=2)[CH:7]=[CH:6][CH:5]=1)[C:9]([NH:11][CH2:12][CH2:13][CH2:14][CH2:15][CH2:16][CH2:17][CH3:18])=[O:10])[CH2:20][CH3:21], predict the reactants needed to synthesize it. The reactants are: Br[C:2]1[CH:3]=[C:4]([N:8]([CH2:19][CH2:20][CH3:21])[C:9]([NH:11][CH2:12][CH2:13][CH2:14][CH2:15][CH2:16][CH2:17][CH3:18])=[O:10])[CH:5]=[CH:6][CH:7]=1.[CH:22]([C:24]1[CH:29]=[CH:28][C:27](B(O)O)=[CH:26][CH:25]=1)=[O:23].CN(C)C=O.P([O-])([O-])([O-])=O.[K+].[K+].[K+].